Predict the product of the given reaction. From a dataset of Forward reaction prediction with 1.9M reactions from USPTO patents (1976-2016). (1) Given the reactants [CH3:1][O:2][C:3]1[CH:10]=[CH:9][CH:8]=[CH:7][C:4]=1[CH2:5]Cl.[CH2:11]([N:18]1[C:26]2[C:21](=[CH:22][CH:23]=[C:24]([CH2:27][C:28]([OH:30])=[O:29])[CH:25]=2)[CH:20]=[CH:19]1)[C:12]1[CH:17]=[CH:16][CH:15]=[CH:14][CH:13]=1, predict the reaction product. The product is: [CH3:1][O:2][C:3]1[CH:10]=[CH:9][CH:8]=[CH:7][C:4]=1[CH2:5][N:18]1[C:26]2[C:21](=[CH:22][CH:23]=[C:24]([CH2:27][C:28]([OH:30])=[O:29])[CH:25]=2)[CH:20]=[CH:19]1.[CH2:11]([N:18]1[C:26]2[C:21](=[CH:22][CH:23]=[C:24]([CH2:27][C:28]([OH:30])=[O:29])[CH:25]=2)[CH:20]=[CH:19]1)[C:12]1[CH:13]=[CH:14][CH:15]=[CH:16][CH:17]=1. (2) Given the reactants [CH:1]1([C:4]([C:6]2[CH:11]=[CH:10][C:9]([C:12]([F:15])([F:14])[F:13])=[CH:8][CH:7]=2)=O)[CH2:3][CH2:2]1.[NH3:16], predict the reaction product. The product is: [CH:1]1([CH:4]([C:6]2[CH:11]=[CH:10][C:9]([C:12]([F:15])([F:14])[F:13])=[CH:8][CH:7]=2)[NH2:16])[CH2:3][CH2:2]1. (3) Given the reactants [CH3:1][O:2][C:3]1[CH:4]=[C:5]([CH2:11][CH2:12][NH2:13])[CH:6]=[CH:7][C:8]=1[O:9][CH3:10].[CH3:14][O:15][C:16]1[CH:21]=[CH:20][C:19]([CH2:22][C:23](Cl)=[O:24])=[CH:18][CH:17]=1, predict the reaction product. The product is: [CH3:1][O:2][C:3]1[CH:4]=[C:5]([CH2:11][CH2:12][NH:13][C:23](=[O:24])[CH2:22][C:19]2[CH:20]=[CH:21][C:16]([O:15][CH3:14])=[CH:17][CH:18]=2)[CH:6]=[CH:7][C:8]=1[O:9][CH3:10]. (4) The product is: [I:1][C:2]1[CH:3]=[CH:4][C:5]([O:10][CH3:11])=[C:6]([CH:7]2[O:14][CH2:13][CH2:12][O:8]2)[CH:9]=1. Given the reactants [I:1][C:2]1[CH:3]=[CH:4][C:5]([O:10][CH3:11])=[C:6]([CH:9]=1)[CH:7]=[O:8].[CH2:12](O)[CH2:13][OH:14].C1(C)C=CC(S(O)(=O)=O)=CC=1, predict the reaction product. (5) Given the reactants Cl[C:2]1[CH:3]=[CH:4][C:5]2[N:6]([C:8]([C:11]([F:23])([F:22])[C:12]3[CH:13]=[C:14]4[C:19](=[CH:20][CH:21]=3)[N:18]=[CH:17][CH:16]=[CH:15]4)=[N:9][N:10]=2)[N:7]=1.C([Sn](CCCC)(CCCC)[C:29]([O:31]CC)=[CH2:30])CCC.FC1C(C(C2N3N=C(C(=O)C)C=CC3=NC=2)C)=C(F)C=C2C=1C=NN2C, predict the reaction product. The product is: [F:22][C:11]([F:23])([C:12]1[CH:13]=[C:14]2[C:19](=[CH:20][CH:21]=1)[N:18]=[CH:17][CH:16]=[CH:15]2)[C:8]1[N:6]2[N:7]=[C:2]([C:29](=[O:31])[CH3:30])[CH:3]=[CH:4][C:5]2=[N:10][N:9]=1.